This data is from Full USPTO retrosynthesis dataset with 1.9M reactions from patents (1976-2016). The task is: Predict the reactants needed to synthesize the given product. (1) Given the product [CH:1]([C:4]1[C:12]2[C:7](=[CH:8][CH:9]=[C:10]([O:13][C:14]3[C:15]([CH3:22])=[CH:16][C:17]([NH:18][CH2:24][C:25]([O:27][CH2:28][CH3:29])=[O:26])=[CH:19][C:20]=3[CH3:21])[CH:11]=2)[NH:6][CH:5]=1)([CH3:3])[CH3:2], predict the reactants needed to synthesize it. The reactants are: [CH:1]([C:4]1[C:12]2[C:7](=[CH:8][CH:9]=[C:10]([O:13][C:14]3[C:20]([CH3:21])=[CH:19][C:17]([NH2:18])=[CH:16][C:15]=3[CH3:22])[CH:11]=2)[NH:6][CH:5]=1)([CH3:3])[CH3:2].Br[CH2:24][C:25]([O:27][CH2:28][CH3:29])=[O:26].C([O-])(=O)C.[Na+].O. (2) Given the product [Cl:1][C:2]1[CH:3]=[CH:4][C:5]([S:20][CH:15]([CH3:16])[CH3:14])=[C:6]([CH2:7][NH2:8])[CH:9]=1, predict the reactants needed to synthesize it. The reactants are: [Cl:1][C:2]1[CH:3]=[CH:4][C:5](F)=[C:6]([CH:9]=1)[C:7]#[N:8].ClC1C=[CH:14][C:15]([S:20]CC)=[C:16](C=1)C#N.CC(S)C. (3) Given the product [Br:1][C:2]1[CH:7]=[CH:6][C:5]([N:8]2[C:12](=[O:13])[N:11]([C@H:22]3[CH2:26][CH2:25][O:24][CH2:23]3)[N:10]=[CH:9]2)=[C:4]([F:14])[CH:3]=1, predict the reactants needed to synthesize it. The reactants are: [Br:1][C:2]1[CH:7]=[CH:6][C:5]([N:8]2[C:12](=[O:13])[NH:11][N:10]=[CH:9]2)=[C:4]([F:14])[CH:3]=1.[H-].[Na+].CS(O[C@@H:22]1[CH2:26][CH2:25][O:24][CH2:23]1)(=O)=O.